Predict the product of the given reaction. From a dataset of Forward reaction prediction with 1.9M reactions from USPTO patents (1976-2016). (1) Given the reactants Br[C:2]1[CH:7]=[CH:6][C:5]([C:8]([N:10]2[CH2:15][CH2:14][N:13]([C:16]3[CH:21]=[CH:20][C:19]([CH3:22])=[CH:18][C:17]=3[CH3:23])[CH2:12][CH2:11]2)=[O:9])=[CH:4][C:3]=1[Cl:24].[O:25]1[CH2:29][CH2:28][NH:27][C:26]1=[O:30], predict the reaction product. The product is: [Cl:24][C:3]1[CH:4]=[C:5]([C:8]([N:10]2[CH2:15][CH2:14][N:13]([C:16]3[CH:21]=[CH:20][C:19]([CH3:22])=[CH:18][C:17]=3[CH3:23])[CH2:12][CH2:11]2)=[O:9])[CH:6]=[CH:7][C:2]=1[N:27]1[CH2:28][CH2:29][O:25][C:26]1=[O:30]. (2) The product is: [Cl:26][C:23]1[CH:24]=[CH:25][C:20]([CH2:19][N:17]([CH3:18])[C:14]2[CH:13]=[CH:12][C:11]([S:9]([CH2:8][CH2:7][CH2:6][CH2:5][CH2:4][C:3]([OH:27])=[O:2])=[O:10])=[CH:16][CH:15]=2)=[CH:21][CH:22]=1. Given the reactants C[O:2][C:3](=[O:27])[CH2:4][CH2:5][CH2:6][CH2:7][CH2:8][S:9]([C:11]1[CH:16]=[CH:15][C:14]([N:17]([CH2:19][C:20]2[CH:25]=[CH:24][C:23]([Cl:26])=[CH:22][CH:21]=2)[CH3:18])=[CH:13][CH:12]=1)=[O:10].NO.[OH-].[K+].CO, predict the reaction product. (3) Given the reactants [N:1]1[CH:6]=[CH:5][CH:4]=[C:3]([C:7](=[S:9])[NH2:8])[CH:2]=1.Br[CH:11]([CH:16]([CH3:18])[CH3:17])[C:12](OC)=[O:13].N1C=CC=CC=1, predict the reaction product. The product is: [CH:16]([C:11]1[S:9][C:7]([C:3]2[CH:2]=[N:1][CH:6]=[CH:5][CH:4]=2)=[N:8][C:12]=1[OH:13])([CH3:18])[CH3:17]. (4) Given the reactants O.[CH3:2][C:3]1([CH3:21])[O:8][CH2:7][CH:6]([CH2:9][O:10][C:11]2[C:16]([CH3:17])=[CH:15][N:14]=[C:13]([CH2:18][OH:19])[C:12]=2[CH3:20])[CH2:5][O:4]1, predict the reaction product. The product is: [CH3:2][C:3]1([CH3:21])[O:8][CH2:7][CH:6]([CH2:9][O:10][C:11]2[C:16]([CH3:17])=[CH:15][N:14]=[C:13]([CH2:18][OH:19])[C:12]=2[CH3:20])[CH2:5][O:4]1. (5) Given the reactants [C:1]1([CH2:7][CH2:8][N:9]2[C:17]3[C:12](=[CH:13][CH:14]=[CH:15][CH:16]=3)[CH:11]=[C:10]2[C:18]([O:20]C)=[O:19])[CH:6]=[CH:5][CH:4]=[CH:3][CH:2]=1.[OH-].[Na+].Cl, predict the reaction product. The product is: [C:1]1([CH2:7][CH2:8][N:9]2[C:17]3[C:12](=[CH:13][CH:14]=[CH:15][CH:16]=3)[CH:11]=[C:10]2[C:18]([OH:20])=[O:19])[CH:6]=[CH:5][CH:4]=[CH:3][CH:2]=1.